Dataset: Peptide-MHC class II binding affinity with 134,281 pairs from IEDB. Task: Regression. Given a peptide amino acid sequence and an MHC pseudo amino acid sequence, predict their binding affinity value. This is MHC class II binding data. (1) The peptide sequence is AFKVAATAANAAPAY. The MHC is HLA-DPA10103-DPB10301 with pseudo-sequence HLA-DPA10103-DPB10301. The binding affinity (normalized) is 0.677. (2) The peptide sequence is TEAVQKIATESIVIWGKTPKFRL. The MHC is DRB1_0701 with pseudo-sequence DRB1_0701. The binding affinity (normalized) is 0.722. (3) The peptide sequence is SFFELDRWEKIRLRPGGK. The MHC is DRB5_0101 with pseudo-sequence DRB5_0101. The binding affinity (normalized) is 0.269. (4) The peptide sequence is LATVSDLSTKAACPTM. The MHC is DRB1_0401 with pseudo-sequence DRB1_0401. The binding affinity (normalized) is 0.308. (5) The peptide sequence is CGLNSVDSLEHEMWR. The MHC is DRB1_0404 with pseudo-sequence DRB1_0404. The binding affinity (normalized) is 0.692. (6) The peptide sequence is MAKKGGEAMDTISVF. The MHC is HLA-DQA10201-DQB10303 with pseudo-sequence YNFHERXFATVLHILYFGLTYYDVRTETVHLETT. The binding affinity (normalized) is 0.282. (7) The peptide sequence is GLLQIVDKIDAAFKI. The MHC is DRB1_0101 with pseudo-sequence DRB1_0101. The binding affinity (normalized) is 0.604. (8) The peptide sequence is ATTEEQKLIEDINAS. The MHC is HLA-DPA10201-DPB10501 with pseudo-sequence HLA-DPA10201-DPB10501. The binding affinity (normalized) is 0.156. (9) The peptide sequence is KNYEHIAAYHFDLSG. The MHC is HLA-DQA10102-DQB10602 with pseudo-sequence HLA-DQA10102-DQB10602. The binding affinity (normalized) is 0.136.